Dataset: Catalyst prediction with 721,799 reactions and 888 catalyst types from USPTO. Task: Predict which catalyst facilitates the given reaction. Reactant: [CH3:1][CH2:2][CH2:3][CH:4]1[O:24][C@:23]2([C:25]([CH2:27][OH:28])=[O:26])[C@@H:6]([CH2:7][C@@H:8]3[C@:22]2([CH3:29])[CH2:21][C@H:20]([OH:30])[C@H:19]2[C@H:9]3[CH2:10][CH2:11][C:12]3[C@:18]2([CH3:31])[CH:17]=[CH:16][C:14](=[O:15])[CH:13]=3)[O:5]1.Cl[C:33]([O:35][CH2:36][CH2:37][CH2:38][CH2:39][CH2:40][CH2:41][CH2:42][CH2:43][CH2:44][CH2:45][CH2:46][CH3:47])=[O:34].CCN(CC)CC.O. Product: [CH3:1][CH2:2][CH2:3][CH:4]1[O:24][C@:23]2([C:25]([CH2:27][OH:28])=[O:26])[C@@H:6]([CH2:7][C@@H:8]3[C@:22]2([CH3:29])[CH2:21][C@H:20]([OH:30])[C@H:19]2[C@H:9]3[CH2:10][CH2:11][C:12]3[C@:18]2([CH3:31])[CH:17]=[CH:16][C:14](=[O:15])[CH:13]=3)[O:5]1.[CH2:36]([O:35][C:33](=[O:5])[O-:34])[CH2:37][CH2:38][CH2:39][CH2:40][CH2:41][CH2:42][CH2:43][CH2:44][CH2:45][CH2:46][CH3:47]. The catalyst class is: 2.